Dataset: Peptide-MHC class I binding affinity with 185,985 pairs from IEDB/IMGT. Task: Regression. Given a peptide amino acid sequence and an MHC pseudo amino acid sequence, predict their binding affinity value. This is MHC class I binding data. (1) The peptide sequence is SLSEPWRDF. The MHC is HLA-B46:01 with pseudo-sequence HLA-B46:01. The binding affinity (normalized) is 0.0847. (2) The peptide sequence is GVIAAFAEGH. The MHC is HLA-A33:01 with pseudo-sequence HLA-A33:01. The binding affinity (normalized) is 0.214. (3) The peptide sequence is TVPTNDHIPV. The MHC is HLA-A02:03 with pseudo-sequence HLA-A02:03. The binding affinity (normalized) is 0.303. (4) The peptide sequence is EQGLIQYPT. The binding affinity (normalized) is 0. The MHC is HLA-A02:01 with pseudo-sequence HLA-A02:01. (5) The peptide sequence is RPTPRGAVM. The MHC is HLA-B07:02 with pseudo-sequence HLA-B07:02. The binding affinity (normalized) is 0.985. (6) The peptide sequence is RYLKDQQLL. The MHC is HLA-B07:02 with pseudo-sequence HLA-B07:02. The binding affinity (normalized) is 0. (7) The peptide sequence is YVFPVIFSK. The MHC is HLA-B35:01 with pseudo-sequence HLA-B35:01. The binding affinity (normalized) is 0.